Dataset: Forward reaction prediction with 1.9M reactions from USPTO patents (1976-2016). Task: Predict the product of the given reaction. (1) Given the reactants [CH3:1][O:2][C:3]1[CH:4]=[C:5]([CH:14]=[CH:15][C:16]=1[O:17][CH3:18])[O:6][CH2:7][C:8](=[O:13])[CH2:9][N+:10]([O-])=O.[ClH:19].[H][H], predict the reaction product. The product is: [ClH:19].[NH2:10][CH2:9][C:8](=[O:13])[CH2:7][O:6][C:5]1[CH:14]=[CH:15][C:16]([O:17][CH3:18])=[C:3]([O:2][CH3:1])[CH:4]=1. (2) Given the reactants Cl[C:2]1[C:10]2[C:5](=[CH:6][CH:7]=[CH:8][CH:9]=2)[N:4]([S:11]([C:14]2[CH:30]=[CH:29][C:17]([C:18]([NH:20][CH2:21][C:22]3[CH:27]=[CH:26][C:25]([F:28])=[CH:24][CH:23]=3)=[O:19])=[CH:16][CH:15]=2)(=[O:13])=[O:12])[N:3]=1.[NH:31]1[CH2:36][CH2:35][O:34][CH2:33][CH2:32]1, predict the reaction product. The product is: [F:28][C:25]1[CH:26]=[CH:27][C:22]([CH2:21][NH:20][C:18](=[O:19])[C:17]2[CH:29]=[CH:30][C:14]([S:11]([N:4]3[C:5]4[C:10](=[CH:9][CH:8]=[CH:7][CH:6]=4)[C:2]([N:31]4[CH2:36][CH2:35][O:34][CH2:33][CH2:32]4)=[N:3]3)(=[O:13])=[O:12])=[CH:15][CH:16]=2)=[CH:23][CH:24]=1. (3) Given the reactants [C:1]([O:5][C:6](=[O:18])[N:7]([CH2:9][C:10]1[CH:15]=[C:14]([Br:16])[CH:13]=[CH:12][C:11]=1[OH:17])[CH3:8])([CH3:4])([CH3:3])[CH3:2].C([O-])([O-])=O.[K+].[K+].Br[CH2:26][C:27]1[CH:32]=[CH:31][C:30]([Cl:33])=[C:29]([Cl:34])[CH:28]=1, predict the reaction product. The product is: [C:1]([O:5][C:6](=[O:18])[N:7]([CH2:9][C:10]1[CH:15]=[C:14]([Br:16])[CH:13]=[CH:12][C:11]=1[O:17][CH2:26][C:27]1[CH:32]=[CH:31][C:30]([Cl:33])=[C:29]([Cl:34])[CH:28]=1)[CH3:8])([CH3:4])([CH3:2])[CH3:3]. (4) Given the reactants [F:1][C:2]([F:17])([CH:8]([OH:16])[CH:9]1[CH2:13][O:12][C:11]([CH3:15])([CH3:14])[O:10]1)[C:3]([O:5][CH2:6][CH3:7])=[O:4].[C:18](Cl)(=[O:25])[C:19]1[CH:24]=[CH:23][CH:22]=[CH:21][CH:20]=1.C(Br)(=O)C1C=CC=CC=1.[C:36]([C:44]#[N:45])(=O)[C:37]1[CH:42]=[CH:41]C=CC=1.[C:46]([N:54]=[N+]=[N-])(=O)[C:47]1C=CC=[CH:49][CH:48]=1, predict the reaction product. The product is: [N:54]1([C:37]2[CH:36]=[CH:44][N:45]=[CH:41][CH:42]=2)[CH2:46][CH2:47][CH2:48][CH2:49]1.[F:17][C:2]([F:1])([CH:8]([O:16][C:18](=[O:25])[C:19]1[CH:24]=[CH:23][CH:22]=[CH:21][CH:20]=1)[CH:9]1[CH2:13][O:12][C:11]([CH3:14])([CH3:15])[O:10]1)[C:3]([O:5][CH2:6][CH3:7])=[O:4]. (5) Given the reactants [NH2:1][C@@H:2]1[CH2:7][CH2:6][CH2:5][CH2:4][C@H:3]1[NH:8][C:9](=O)OC(C)(C)C.C([O-])(=O)C.[Na+].COC1[CH2:27][CH2:26][CH:25](OC)O1.O1CCOCC1.[ClH:36], predict the reaction product. The product is: [ClH:36].[N:8]1([C@@H:3]2[CH2:4][CH2:5][CH2:6][CH2:7][C@H:2]2[NH2:1])[CH:9]=[CH:27][CH:26]=[CH:25]1.